The task is: Predict the product of the given reaction.. This data is from Forward reaction prediction with 1.9M reactions from USPTO patents (1976-2016). (1) Given the reactants CC1C2C=C(C(F)(F)F)C=CC=2SC=1C=O.[F:17][C:18]([F:31])([F:30])[C:19]1[CH:29]=[CH:28][C:22]2[CH:23]=[C:24]([CH2:26][OH:27])[S:25][C:21]=2[CH:20]=1, predict the reaction product. The product is: [F:30][C:18]([F:17])([F:31])[C:19]1[CH:29]=[CH:28][C:22]2[CH:23]=[C:24]([CH:26]=[O:27])[S:25][C:21]=2[CH:20]=1. (2) Given the reactants [CH2:1]([N:8]1[CH2:13][CH2:12][N:11]([CH2:14][C:15]2[CH:20]=[CH:19][CH:18]=[CH:17][CH:16]=2)[CH2:10][C@@H:9]1[CH2:21][OH:22])[C:2]1[CH:7]=[CH:6][CH:5]=[CH:4][CH:3]=1.CCN(C(C)C)C(C)C.[CH3:32][S:33](Cl)(=[O:35])=[O:34], predict the reaction product. The product is: [CH3:32][S:33]([O:22][CH2:21][C@H:9]1[CH2:10][N:11]([CH2:14][C:15]2[CH:20]=[CH:19][CH:18]=[CH:17][CH:16]=2)[CH2:12][CH2:13][N:8]1[CH2:1][C:2]1[CH:3]=[CH:4][CH:5]=[CH:6][CH:7]=1)(=[O:35])=[O:34]. (3) Given the reactants [C:1]([O:5][C:6]([NH:8][C@@H:9]([CH2:14][C:15]1[CH:16]=[N:17][C:18]([C:21]([F:24])([F:23])[F:22])=[CH:19][CH:20]=1)[C:10](OC)=[O:11])=[O:7])([CH3:4])([CH3:3])[CH3:2].[BH4-].[Li+], predict the reaction product. The product is: [OH:11][CH2:10][C@@H:9]([NH:8][C:6](=[O:7])[O:5][C:1]([CH3:3])([CH3:2])[CH3:4])[CH2:14][C:15]1[CH:16]=[N:17][C:18]([C:21]([F:24])([F:23])[F:22])=[CH:19][CH:20]=1. (4) Given the reactants Cl.[F:2][C:3]1[CH:4]=[C:5]([CH2:13][C:14]([NH:16][C:17]2[CH:26]=[CH:25][CH:24]=[C:23]3[C:18]=2[CH2:19][CH2:20][NH:21][CH2:22]3)=[O:15])[CH:6]=[CH:7][C:8]=1[C:9]([F:12])([F:11])[F:10].[F:27][C:28]1[CH:33]=[CH:32][C:31]([CH:34]2[CH2:36][O:35]2)=[CH:30][CH:29]=1.[F-].[K+].C(=O)([O-])[O-].[K+].[K+].CC(C)=O, predict the reaction product. The product is: [F:2][C:3]1[CH:4]=[C:5]([CH2:13][C:14]([NH:16][C:17]2[CH:26]=[CH:25][CH:24]=[C:23]3[C:18]=2[CH2:19][CH2:20][N:21]([CH2:36][CH:34]([C:31]2[CH:32]=[CH:33][C:28]([F:27])=[CH:29][CH:30]=2)[OH:35])[CH2:22]3)=[O:15])[CH:6]=[CH:7][C:8]=1[C:9]([F:10])([F:12])[F:11]. (5) Given the reactants [F:1][C:2]([F:10])([F:9])[C:3]1([C:6](O)=[O:7])[CH2:5][CH2:4]1.C(#[N:13])C.[OH-].[NH4+].C(OCC)(=O)C, predict the reaction product. The product is: [F:1][C:2]([F:10])([F:9])[C:3]1([C:6]([NH2:13])=[O:7])[CH2:5][CH2:4]1.